Dataset: Catalyst prediction with 721,799 reactions and 888 catalyst types from USPTO. Task: Predict which catalyst facilitates the given reaction. (1) Reactant: [CH2:1]([O:3][C:4](=[O:39])[CH2:5][CH2:6][C:7]1[C:36]([CH3:37])=[N:35][C:10]2[N:11]([CH2:18][C:19]3[CH:24]=[CH:23][C:22]([C@H:25]([CH:29]4[CH2:34][CH2:33][O:32][CH2:31][CH2:30]4)[C:26](O)=[O:27])=[CH:21][CH:20]=3)[C:12]3[C:17]([C:9]=2[C:8]=1[CH3:38])=[CH:16][CH:15]=[CH:14][CH:13]=3)[CH3:2].ON1C2C=CC=CC=2N=N1.Cl.C(N=C=NCCCN(C)C)C.[N:62]1[CH:67]=[CH:66][CH:65]=[CH:64][C:63]=1[N:68]1[CH2:73][CH2:72][NH:71][CH2:70][CH2:69]1. The catalyst class is: 338. Product: [CH3:37][C:36]1[C:7]([CH2:6][CH2:5][C:4]([O:3][CH2:1][CH3:2])=[O:39])=[C:8]([CH3:38])[C:9]2[C:17]3[C:12](=[CH:13][CH:14]=[CH:15][CH:16]=3)[N:11]([CH2:18][C:19]3[CH:20]=[CH:21][C:22]([C@H:25]([CH:29]4[CH2:30][CH2:31][O:32][CH2:33][CH2:34]4)[C:26](=[O:27])[N:71]4[CH2:70][CH2:69][N:68]([C:63]5[CH:64]=[CH:65][CH:66]=[CH:67][N:62]=5)[CH2:73][CH2:72]4)=[CH:23][CH:24]=3)[C:10]=2[N:35]=1. (2) Reactant: [NH2:1][C:2]1[CH:10]=[C:9]([O:11][CH3:12])[CH:8]=[C:7]([O:13][CH3:14])[C:3]=1[C:4]([NH2:6])=[O:5].[OH:15][CH2:16][CH2:17][O:18][C:19]1[CH:20]=[C:21]([CH:24]=[C:25]([O:27][CH3:28])[CH:26]=1)[CH:22]=O.OS([O-])=O.[Na+].CC1C=CC(S(O)(=O)=O)=CC=1. Product: [OH:15][CH2:16][CH2:17][O:18][C:19]1[CH:20]=[C:21]([C:22]2[NH:6][C:4](=[O:5])[C:3]3[C:2](=[CH:10][C:9]([O:11][CH3:12])=[CH:8][C:7]=3[O:13][CH3:14])[N:1]=2)[CH:24]=[C:25]([O:27][CH3:28])[CH:26]=1. The catalyst class is: 80. (3) Reactant: [O-]CC.[Na+].C(O[C:8](=O)[C:9]([O:11][CH2:12][CH3:13])=[O:10])C.[F:15][C:16]([F:27])([F:26])[C:17]1[CH:18]=[C:19]([C:23](=[O:25])C)[CH:20]=[CH:21][CH:22]=1. Product: [CH2:12]([O:11][C:9](=[O:10])[CH2:8][C:23](=[O:25])[C:19]1[CH:20]=[CH:21][CH:22]=[C:17]([C:16]([F:15])([F:26])[F:27])[CH:18]=1)[CH3:13]. The catalyst class is: 8. (4) Reactant: Cl[C:2]1[N:7]=[C:6]([Cl:8])[N:5]=[C:4]([Cl:9])[N:3]=1.[NH2:10][CH3:11].O.[OH-].[Na+]. Product: [Cl:9][C:4]1[N:5]=[C:6]([Cl:8])[N:7]=[C:2]([NH:10][CH3:11])[N:3]=1. The catalyst class is: 144. (5) Reactant: [CH2:1]([N:5]1[C:13]2[N:12]=[C:11]([C:14]([F:17])([F:16])[F:15])[NH:10][C:9]=2[C:8](=[O:18])[N:7]([CH2:19][CH2:20][CH2:21][CH2:22][C:23]([OH:25])=O)[C:6]1=[O:26])[CH2:2][CH2:3][CH3:4].C1N=CN(C(N2C=NC=C2)=O)C=1.[F:39][C:40]1[CH:49]=[CH:48][C:43]([C:44](=[N:46]O)[NH2:45])=[CH:42][CH:41]=1. Product: [CH2:1]([N:5]1[C:13]2[N:12]=[C:11]([C:14]([F:17])([F:16])[F:15])[NH:10][C:9]=2[C:8](=[O:18])[N:7]([CH2:19][CH2:20][CH2:21][CH2:22][C:23]2[O:25][N:46]=[C:44]([C:43]3[CH:48]=[CH:49][C:40]([F:39])=[CH:41][CH:42]=3)[N:45]=2)[C:6]1=[O:26])[CH2:2][CH2:3][CH3:4]. The catalyst class is: 9.